This data is from Forward reaction prediction with 1.9M reactions from USPTO patents (1976-2016). The task is: Predict the product of the given reaction. (1) Given the reactants O.[OH-].[Li+].[Cl:4][C:5]1[C:6]([CH3:38])=[C:7]([CH:34]=[CH:35][C:36]=1[Cl:37])[O:8][CH:9]1[CH2:14][CH2:13][N:12]([CH2:15][CH:16]2[CH2:21][CH2:20][N:19]([C@@H:22]([CH2:27][C:28]3[CH:33]=[CH:32][CH:31]=[CH:30][CH:29]=3)[C:23]([O:25]C)=[O:24])[CH2:18][CH2:17]2)[CH2:11][CH2:10]1.C([O-])(=O)C.[NH4+].C(OC)(C)(C)C, predict the reaction product. The product is: [Cl:4][C:5]1[C:6]([CH3:38])=[C:7]([CH:34]=[CH:35][C:36]=1[Cl:37])[O:8][CH:9]1[CH2:10][CH2:11][N:12]([CH2:15][CH:16]2[CH2:17][CH2:18][N:19]([C@@H:22]([CH2:27][C:28]3[CH:29]=[CH:30][CH:31]=[CH:32][CH:33]=3)[C:23]([OH:25])=[O:24])[CH2:20][CH2:21]2)[CH2:13][CH2:14]1. (2) Given the reactants [Cl:1][C:2]1[CH:29]=[CH:28][CH:27]=[CH:26][C:3]=1[CH2:4][N:5]([C:11]1[C:16]([C:17]([F:20])([F:19])[F:18])=[CH:15][C:14]([C:21]#[N:22])=[CH:13][C:12]=1[N+:23]([O-])=O)[C:6](=[O:10])[O:7][CH2:8][CH3:9].C(=O)(O)[O-].[Na+], predict the reaction product. The product is: [NH2:23][C:12]1[CH:13]=[C:14]([C:21]#[N:22])[CH:15]=[C:16]([C:17]([F:19])([F:20])[F:18])[C:11]=1[N:5]([CH2:4][C:3]1[CH:26]=[CH:27][CH:28]=[CH:29][C:2]=1[Cl:1])[C:6](=[O:10])[O:7][CH2:8][CH3:9].